Dataset: Reaction yield outcomes from USPTO patents with 853,638 reactions. Task: Predict the reaction yield, written as a fraction of the theoretical maximum amount of product (1.0 means a 100% yield; for example, 0.34 means a 34% yield). (1) The reactants are FC(F)(F)S(O)(=O)=O.C([O:13][C:14](=[O:46])[C:15]([NH:18][C:19]1[CH:24]=[CH:23][CH:22]=[C:21]([CH2:25][CH2:26][N:27]([CH2:39][CH2:40][CH2:41][CH2:42][CH2:43][CH2:44][CH3:45])[C:28]([NH:30][C:31]2[CH:36]=[CH:35][C:34]([F:37])=[CH:33][C:32]=2[F:38])=[O:29])[CH:20]=1)([CH3:17])[CH3:16])(C)(C)C.C(Cl)Cl.[OH-].[Na+]. The catalyst is O. The product is [F:38][C:32]1[CH:33]=[C:34]([F:37])[CH:35]=[CH:36][C:31]=1[NH:30][C:28](=[O:29])[N:27]([CH2:26][CH2:25][C:21]1[CH:20]=[C:19]([NH:18][C:15]([CH3:17])([CH3:16])[C:14]([OH:46])=[O:13])[CH:24]=[CH:23][CH:22]=1)[CH2:39][CH2:40][CH2:41][CH2:42][CH2:43][CH2:44][CH3:45]. The yield is 0.550. (2) The reactants are [CH3:1][C:2]1[CH:22]=[C:5]2[C:6]([C@H:10]3[CH2:12][C@@H:11]3[CH2:13][NH:14]C(=O)OC(C)(C)C)=[CH:7][CH:8]=[CH:9][N:4]2[N:3]=1.[ClH:23].CO. The catalyst is CO. The product is [ClH:23].[ClH:23].[CH3:1][C:2]1[CH:22]=[C:5]2[C:6]([C@H:10]3[CH2:12][C@@H:11]3[CH2:13][NH2:14])=[CH:7][CH:8]=[CH:9][N:4]2[N:3]=1. The yield is 1.00. (3) The reactants are C1(C)C=CC=CC=1.[CH3:8][O:9][C:10]1[CH:15]=[C:14]([O:16][CH3:17])[N:13]=[C:12]([CH2:18][C:19](=O)[CH3:20])[N:11]=1.Cl.[Cl:23][C:24]1[CH:29]=[CH:28][C:27]([NH:30]N)=[CH:26][CH:25]=1.C(OCC)(=O)C. The product is [Cl:23][C:24]1[CH:29]=[C:28]2[C:27](=[CH:26][CH:25]=1)[NH:30][C:19]([CH3:20])=[C:18]2[C:12]1[N:13]=[C:14]([O:16][CH3:17])[CH:15]=[C:10]([O:9][CH3:8])[N:11]=1. The catalyst is [Cl-].[Zn+2].[Cl-].O. The yield is 0.840. (4) The product is [CH3:1][C:2]1[C:6]([CH2:7][N:8]2[CH:12]=[C:11]([N:13]3[C:17](=[O:18])[CH2:16][N:15]([CH2:19][C:32]4[CH:33]=[C:34]([CH:39]=[CH:40][CH:41]=4)[C:35]([OH:37])=[O:36])[C:14]3=[O:28])[CH:10]=[N:9]2)=[C:5]([CH3:29])[O:4][N:3]=1. The yield is 0.830. The catalyst is CN(C=O)C.Cl. The reactants are [CH3:1][C:2]1[C:6]([CH2:7][N:8]2[CH:12]=[C:11]([N:13]3[C:17](=[O:18])[CH2:16][N:15]([CH2:19]COC4C=CC=CC=4)[C:14]3=[O:28])[CH:10]=[N:9]2)=[C:5]([CH3:29])[O:4][N:3]=1.BrC[C:32]1[CH:33]=[C:34]([CH:39]=[CH:40][CH:41]=1)[C:35]([O:37]C)=[O:36].C(=O)([O-])[O-].[Cs+].[Cs+]. (5) The yield is 0.390. The product is [C:1]([O:5][C:6](=[O:22])[NH:7][C@H:8]([C:19]1[S:21][CH:24]=[C:25]([C:27]2[CH:32]=[CH:31][CH:30]=[CH:29][CH:28]=2)[N:20]=1)[CH2:9][C:10]1[CH:15]=[CH:14][C:13]([N+:16]([O-:18])=[O:17])=[CH:12][CH:11]=1)([CH3:4])([CH3:2])[CH3:3]. The reactants are [C:1]([O:5][C:6](=[O:22])[NH:7][C@H:8]([C:19](=[S:21])[NH2:20])[CH2:9][C:10]1[CH:15]=[CH:14][C:13]([N+:16]([O-:18])=[O:17])=[CH:12][CH:11]=1)([CH3:4])([CH3:3])[CH3:2].Br[CH2:24][C:25]([C:27]1[CH:32]=[CH:31][CH:30]=[CH:29][CH:28]=1)=O.N1C=CC=CC=1.CC(OC(OC(OC(C)(C)C)=O)=O)(C)C. The catalyst is CC#N.C(OCC)C. (6) The product is [Br:5][C:6]1[CH:11]=[CH:10][C:9]([C@@H:12]2[CH2:14][O:13]2)=[CH:8][CH:7]=1. The yield is 0.820. The reactants are C(O)(=O)C.[Br:5][C:6]1[CH:11]=[CH:10][C:9]([CH:12]2[CH2:14][O:13]2)=[CH:8][CH:7]=1.O. The catalyst is C1(C)C=CC=CC=1.C1COCC1. (7) The reactants are [Mg].Br[C:3]1[CH:8]=[CH:7][C:6]([Br:9])=[CH:5][CH:4]=1.[CH3:10][C:11]([N:15]1[CH2:20][CH2:19][O:18][CH2:17][CH2:16]1)(C)[C:12]#N. The catalyst is C1COCC1. The product is [Br:9][C:6]1[CH:7]=[CH:8][C:3]([C:11]([N:15]2[CH2:20][CH2:19][O:18][CH2:17][CH2:16]2)([CH3:12])[CH3:10])=[CH:4][CH:5]=1. The yield is 0.100. (8) The reactants are [S:1](Cl)([C:4]1[CH:10]=[CH:9][C:7]([CH3:8])=[CH:6][CH:5]=1)(=[O:3])=[O:2].[C:12]([O:16][C:17](=[O:22])[NH:18][CH2:19][CH2:20][OH:21])([CH3:15])([CH3:14])[CH3:13].CCN(CC)CC. The catalyst is C(Cl)Cl. The product is [C:12]([O:16][C:17]([NH:18][CH2:19][CH2:20][O:21][S:1]([C:4]1[CH:10]=[CH:9][C:7]([CH3:8])=[CH:6][CH:5]=1)(=[O:3])=[O:2])=[O:22])([CH3:15])([CH3:13])[CH3:14]. The yield is 0.790. (9) The reactants are [CH:1]1([N:5]2[CH2:11][CH2:10][CH2:9][N:8]([C:12]([CH:14]3[CH2:17][N:16](C(OCC4C=CC=CC=4)=O)[CH2:15]3)=[O:13])[CH2:7][CH2:6]2)[CH2:4][CH2:3][CH2:2]1. The catalyst is CCO.[Pd]. The product is [NH:16]1[CH2:15][CH:14]([C:12]([N:8]2[CH2:9][CH2:10][CH2:11][N:5]([CH:1]3[CH2:4][CH2:3][CH2:2]3)[CH2:6][CH2:7]2)=[O:13])[CH2:17]1. The yield is 0.930. (10) The reactants are [Br:1][C:2]1[CH:7]=[CH:6][C:5]([OH:8])=[C:4]([O:9][CH3:10])[CH:3]=1.[CH3:11][C:12]1([CH3:15])[CH2:14][O:13]1.C(=O)([O-])[O-].[K+].[K+].P([O-])([O-])([O-])=O.[Na+].[Na+].[Na+]. The catalyst is C(#N)C.CCOCC.CCOC(C)=O.O. The product is [Br:1][C:2]1[CH:7]=[CH:6][C:5]([O:8][CH2:11][C:12]([CH3:15])([OH:13])[CH3:14])=[C:4]([O:9][CH3:10])[CH:3]=1. The yield is 0.920.